Dataset: Forward reaction prediction with 1.9M reactions from USPTO patents (1976-2016). Task: Predict the product of the given reaction. (1) Given the reactants O.C(O)(=O)C=O.C(N)CC.Cl.Cl.[CH2:13]([NH:16][CH2:17][C:18]([OH:20])=[O:19])[CH2:14][CH3:15].[C:21](O[C:21]([O:23][C:24]([CH3:27])([CH3:26])[CH3:25])=[O:22])([O:23][C:24]([CH3:27])([CH3:26])[CH3:25])=[O:22].CCN(CC)CC, predict the reaction product. The product is: [C:24]([O:23][C:21]([N:16]([CH2:13][CH2:14][CH3:15])[CH2:17][C:18]([OH:20])=[O:19])=[O:22])([CH3:27])([CH3:26])[CH3:25]. (2) The product is: [F:22][C:21]1[C:9]([CH:1]([OH:8])[C:2]2[CH:7]=[CH:6][CH:5]=[CH:4][CH:3]=2)=[C:10]([CH:18]=[CH:19][CH:20]=1)[CH2:11][N:13]([CH3:14])[CH2:15][CH2:16][OH:17]. Given the reactants [C:1]([C:9]1[C:21]([F:22])=[CH:20][CH:19]=[CH:18][C:10]=1[C:11]([N:13]([CH2:15][CH2:16][OH:17])[CH3:14])=O)(=[O:8])[C:2]1[CH:7]=[CH:6][CH:5]=[CH:4][CH:3]=1.B.CSC, predict the reaction product. (3) Given the reactants [C:1]([O:5][C:6]([N:8]([CH3:15])[CH2:9][CH2:10][CH2:11][C:12]([OH:14])=O)=[O:7])([CH3:4])([CH3:3])[CH3:2].C1N=CN(C(N2C=NC=C2)=O)C=1.[Br-:28].[NH2:29][CH2:30][CH2:31][CH2:32][CH2:33][P+:34]([C:47]1[CH:52]=[CH:51][CH:50]=[CH:49][CH:48]=1)([C:41]1[CH:46]=[CH:45][CH:44]=[CH:43][CH:42]=1)[C:35]1[CH:40]=[CH:39][CH:38]=[CH:37][CH:36]=1, predict the reaction product. The product is: [Br-:28].[CH3:15][N:8]([C:6](=[O:7])[O:5][C:1]([CH3:2])([CH3:3])[CH3:4])[CH2:9][CH2:10][CH2:11][C:12](=[O:14])[NH:29][CH2:30][CH2:31][CH2:32][CH2:33][P+:34]([C:47]1[CH:52]=[CH:51][CH:50]=[CH:49][CH:48]=1)([C:35]1[CH:36]=[CH:37][CH:38]=[CH:39][CH:40]=1)[C:41]1[CH:46]=[CH:45][CH:44]=[CH:43][CH:42]=1. (4) Given the reactants [F:1][C:2]1[C:3]2[CH2:12][S:11][CH2:10][C:4]=2[S:5][C:6]=1[C:7]([OH:9])=[O:8].C1CCC(N=C=NC2CCCCC2)CC1.[CH2:28]([CH:30]([CH2:33][CH2:34][CH2:35][CH3:36])[CH2:31]O)[CH3:29], predict the reaction product. The product is: [F:1][C:2]1[C:3]2[CH2:12][S:11][CH2:10][C:4]=2[S:5][C:6]=1[C:7]([O:9][CH2:31][CH:30]([CH2:28][CH3:29])[CH2:33][CH2:34][CH2:35][CH3:36])=[O:8]. (5) Given the reactants [F:1][C:2]([F:55])([F:54])[C:3]1[CH:4]=[C:5]([CH:47]=[C:48]([C:50]([F:53])([F:52])[F:51])[CH:49]=1)[CH2:6][N:7]([CH2:23][C:24]1[CH:29]=[C:28]([C:30]([F:33])([F:32])[F:31])[CH:27]=[CH:26][C:25]=1[NH:34][C@H:35]([C:38](C)(C)[O:39][SiH2]C(C)(C)C)[CH2:36][CH3:37])[C:8]1[N:13]=[CH:12][C:11]([O:14][CH2:15][CH2:16][CH2:17][C:18]([O:20][CH2:21][CH3:22])=[O:19])=[CH:10][N:9]=1.[F-].C([N+](CCCC)(CCCC)CCCC)CCC.O1CCCC1, predict the reaction product. The product is: [F:55][C:2]([F:1])([F:54])[C:3]1[CH:4]=[C:5]([CH:47]=[C:48]([C:50]([F:51])([F:52])[F:53])[CH:49]=1)[CH2:6][N:7]([CH2:23][C:24]1[CH:29]=[C:28]([C:30]([F:33])([F:32])[F:31])[CH:27]=[CH:26][C:25]=1[NH:34][C@H:35]([CH2:38][OH:39])[CH2:36][CH3:37])[C:8]1[N:9]=[CH:10][C:11]([O:14][CH2:15][CH2:16][CH2:17][C:18]([O:20][CH2:21][CH3:22])=[O:19])=[CH:12][N:13]=1. (6) Given the reactants C([O:3][C:4]([C:6]1([Cl:26])[CH2:10][CH2:9][N:8]([CH2:11][C:12]2[CH:17]=[CH:16][CH:15]=[C:14]([O:18][C:19]3[CH:24]=[CH:23][CH:22]=[CH:21][CH:20]=3)[CH:13]=2)[C:7]1=[O:25])=[O:5])C.[OH-].[Na+], predict the reaction product. The product is: [Cl:26][C:6]1([C:4]([OH:5])=[O:3])[CH2:10][CH2:9][N:8]([CH2:11][C:12]2[CH:17]=[CH:16][CH:15]=[C:14]([O:18][C:19]3[CH:24]=[CH:23][CH:22]=[CH:21][CH:20]=3)[CH:13]=2)[C:7]1=[O:25].